This data is from Full USPTO retrosynthesis dataset with 1.9M reactions from patents (1976-2016). The task is: Predict the reactants needed to synthesize the given product. (1) Given the product [CH2:7]([N:14]([CH2:22][CH2:23][CH:24]([C:25]1[CH:26]=[CH:27][C:28]([NH:31][CH3:32])=[CH:29][CH:30]=1)[C:36]1[CH:37]=[CH:38][C:39]([NH:42][CH3:43])=[CH:40][CH:41]=1)[CH2:15][C:16]1[CH:21]=[CH:20][CH:19]=[CH:18][CH:17]=1)[C:8]1[CH:9]=[CH:10][CH:11]=[CH:12][CH:13]=1, predict the reactants needed to synthesize it. The reactants are: [H-].[Al+3].[Li+].[H-].[H-].[H-].[CH2:7]([N:14]([CH2:22][CH2:23][CH:24]([C:36]1[CH:41]=[CH:40][C:39]([NH:42][C:43](OC)=O)=[CH:38][CH:37]=1)[C:25]1[CH:30]=[CH:29][C:28]([NH:31][C:32](OC)=O)=[CH:27][CH:26]=1)[CH2:15][C:16]1[CH:21]=[CH:20][CH:19]=[CH:18][CH:17]=1)[C:8]1[CH:13]=[CH:12][CH:11]=[CH:10][CH:9]=1.O.[OH-].[Na+]. (2) Given the product [Cl:1][C:2]1[CH:22]=[CH:21][C:5]([C:6]([C:8]2[N:12]([CH3:13])[C:11]([CH2:14][C:15]([OH:17])=[O:16])=[CH:10][C:9]=2[CH3:20])=[O:7])=[CH:4][CH:3]=1, predict the reactants needed to synthesize it. The reactants are: [Cl:1][C:2]1[CH:22]=[CH:21][C:5]([C:6]([C:8]2[N:12]([CH3:13])[C:11]([CH2:14][C:15]([O:17]CC)=[O:16])=[CH:10][C:9]=2[CH3:20])=[O:7])=[CH:4][CH:3]=1.[OH-].[Na+].Cl. (3) Given the product [Cl:20][C:10]1[CH:11]=[C:12]2[C:7](=[CH:8][CH:9]=1)[NH:6][C:5](=[O:21])[C:4]([C:1](=[O:3])[CH:2]=[CH:28][C:27]1[CH:30]=[CH:31][C:24]([N:23]([CH3:32])[CH3:22])=[CH:25][CH:26]=1)=[C:13]2[C:14]1[CH:15]=[CH:16][CH:17]=[CH:18][CH:19]=1, predict the reactants needed to synthesize it. The reactants are: [C:1]([C:4]1[C:5](=[O:21])[NH:6][C:7]2[C:12]([C:13]=1[C:14]1[CH:19]=[CH:18][CH:17]=[CH:16][CH:15]=1)=[CH:11][C:10]([Cl:20])=[CH:9][CH:8]=2)(=[O:3])[CH3:2].[CH3:22][N:23]([CH3:32])[C:24]1[CH:31]=[CH:30][C:27]([CH:28]=O)=[CH:26][CH:25]=1.[OH-].[Na+]. (4) Given the product [NH2:1][C:4]1[C:5]([O:10][C@H:11]([CH3:20])[C:12]([NH:14][CH2:15][C:16]([F:19])([F:17])[F:18])=[O:13])=[N:6][CH:7]=[CH:8][CH:9]=1, predict the reactants needed to synthesize it. The reactants are: [N+:1]([C:4]1[C:5]([O:10][C@H:11]([CH3:20])[C:12]([NH:14][CH2:15][C:16]([F:19])([F:18])[F:17])=[O:13])=[N:6][CH:7]=[CH:8][CH:9]=1)([O-])=O.